Dataset: Reaction yield outcomes from USPTO patents with 853,638 reactions. Task: Predict the reaction yield, written as a fraction of the theoretical maximum amount of product (1.0 means a 100% yield; for example, 0.34 means a 34% yield). (1) The reactants are [Si:1]([O:8][C@@H:9]1[C@H:13]([CH2:14][O:15][Si:16]([C:19]([CH3:22])([CH3:21])[CH3:20])([CH3:18])[CH3:17])[CH2:12][C@@H:11]([O:23][C:24]2[CH:29]=[C:28](Cl)[N:27]=[CH:26][N:25]=2)[CH2:10]1)([C:4]([CH3:7])([CH3:6])[CH3:5])([CH3:3])[CH3:2].[C:31]1([CH2:41][OH:42])[C:40]2[C:35](=[CH:36][CH:37]=[CH:38][CH:39]=2)[CH:34]=[CH:33][CH:32]=1.[H-].[Na+]. The catalyst is CN(C=O)C. The product is [Si:1]([O:8][C@@H:9]1[C@H:13]([CH2:14][O:15][Si:16]([C:19]([CH3:22])([CH3:21])[CH3:20])([CH3:18])[CH3:17])[CH2:12][C@@H:11]([O:23][C:24]2[CH:29]=[C:28]([O:42][CH2:41][C:31]3[C:40]4[C:35](=[CH:36][CH:37]=[CH:38][CH:39]=4)[CH:34]=[CH:33][CH:32]=3)[N:27]=[CH:26][N:25]=2)[CH2:10]1)([C:4]([CH3:7])([CH3:6])[CH3:5])([CH3:3])[CH3:2]. The yield is 0.550. (2) The reactants are [C:1]([NH:4][CH2:5][CH2:6][NH:7][C:8]([C:10]1[C:18]2[N:17]=[C:16]([C:19]3[S:20][CH:21]=[CH:22][CH:23]=3)[NH:15][C:14]=2[C:13]([O:24]C)=[CH:12][CH:11]=1)=[O:9])(=[O:3])[CH3:2].B(Br)(Br)Br. No catalyst specified. The product is [C:1]([NH:4][CH2:5][CH2:6][NH:7][C:8]([C:10]1[C:18]2[N:17]=[C:16]([C:19]3[S:20][CH:21]=[CH:22][CH:23]=3)[NH:15][C:14]=2[C:13]([OH:24])=[CH:12][CH:11]=1)=[O:9])(=[O:3])[CH3:2]. The yield is 0.250. (3) The reactants are [Br:1][C:2]1[CH:7]=[C:6]([CH:8]=O)[CH:5]=[CH:4][N:3]=1.[S].[CH3:11][C:12]([N:14]([CH3:16])C)=O. No catalyst specified. The product is [Br:1][C:2]1[CH:7]=[C:6]([C:8]2[N:14]([CH3:16])[C:12]3[CH:11]=[CH:5][CH:6]=[CH:7][C:2]=3[N:3]=2)[CH:5]=[CH:4][N:3]=1. The yield is 0.400. (4) The reactants are [F:1][CH2:2][C:3](Cl)=[O:4].[N:6]1[N:7]=[C:8]([C:15]2[CH:24]=[CH:23][C:22]3[C:17](=[C:18]([O:25][CH2:26][C:27]([CH3:31])([CH3:30])[CH2:28][NH2:29])[CH:19]=[CH:20][CH:21]=3)[N:16]=2)[N:9]2[CH:14]=[CH:13][CH:12]=[CH:11][C:10]=12.C(N(C(C)C)CC)(C)C. The catalyst is C(Cl)Cl. The product is [N:6]1[N:7]=[C:8]([C:15]2[CH:24]=[CH:23][C:22]3[C:17](=[C:18]([O:25][CH2:26][C:27]([CH3:31])([CH3:30])[CH2:28][NH:29][C:3](=[O:4])[CH2:2][F:1])[CH:19]=[CH:20][CH:21]=3)[N:16]=2)[N:9]2[CH:14]=[CH:13][CH:12]=[CH:11][C:10]=12. The yield is 0.340. (5) The reactants are Br[C:2]1[C:10]2[O:9][C:8]([CH2:11][CH2:12][C:13]#[C:14][C:15]3[CH:20]=[CH:19][CH:18]=[CH:17][N:16]=3)=[N:7][C:6]=2[CH:5]=[C:4]([F:21])[CH:3]=1.C([O-])(O)=O.[Na+].[C:27]1(B(O)O)[CH:32]=[CH:31][CH:30]=[CH:29][CH:28]=1.CCOC(C)=O. The catalyst is O1CCOCC1.[Cl-].[Na+].O.C1C=CC([P]([Pd]([P](C2C=CC=CC=2)(C2C=CC=CC=2)C2C=CC=CC=2)([P](C2C=CC=CC=2)(C2C=CC=CC=2)C2C=CC=CC=2)[P](C2C=CC=CC=2)(C2C=CC=CC=2)C2C=CC=CC=2)(C2C=CC=CC=2)C2C=CC=CC=2)=CC=1. The product is [F:21][C:4]1[CH:3]=[C:2]([C:27]2[CH:32]=[CH:31][CH:30]=[CH:29][CH:28]=2)[C:10]2[O:9][C:8]([CH2:11][CH2:12][C:13]#[C:14][C:15]3[CH:20]=[CH:19][CH:18]=[CH:17][N:16]=3)=[N:7][C:6]=2[CH:5]=1. The yield is 0.870. (6) The reactants are [NH2:1][C:2]1[CH:7]=[CH:6][C:5]([OH:8])=[CH:4][CH:3]=1.CC(C)([O-])C.[K+].Cl[C:16]1[CH:21]=[CH:20][N:19]=[C:18]([C:22](=[O:32])[NH:23][CH2:24][CH2:25][N:26]2[CH2:31][CH2:30][O:29][CH2:28][CH2:27]2)[CH:17]=1.C([O-])([O-])=O.[K+].[K+]. The catalyst is CN(C=O)C. The product is [N:26]1([CH2:25][CH2:24][NH:23][C:22]([C:18]2([O:8][C:5]3[CH:6]=[CH:7][C:2]([NH2:1])=[CH:3][CH:4]=3)[CH:17]=[CH:16][CH:21]=[CH:20][NH:19]2)=[O:32])[CH2:31][CH2:30][O:29][CH2:28][CH2:27]1. The yield is 0.650. (7) The reactants are [C:1]1(P(C2C=CC=CC=2)C2C=CC=CC=2)C=CC=CC=1.Br[C:21]1[CH:29]=[CH:28][C:24]([C:25]([O-:27])=[O:26])=[C:23]([O:30][CH3:31])[CH:22]=1.[CH3:32][N:33](C=O)C. The catalyst is C([O-])(=O)C.[Pd+2].C([O-])(=O)C.[C-]#N.[Zn+2].[C-]#N. The product is [C:32]([C:21]1[CH:29]=[CH:28][C:24]([C:25]([O:27][CH3:1])=[O:26])=[C:23]([O:30][CH3:31])[CH:22]=1)#[N:33]. The yield is 0.820. (8) The reactants are Br[C:2]1[CH:7]=[CH:6][C:5]([N:8]2[CH2:12][CH2:11][N:10]([CH2:13][C:14]([F:17])([F:16])[F:15])[C:9]2=[O:18])=[C:4]([Cl:19])[CH:3]=1.[Si:20]([O:27][CH2:28][CH2:29][NH2:30])([C:23]([CH3:26])([CH3:25])[CH3:24])([CH3:22])[CH3:21].C([O-])([O-])=O.[Cs+].[Cs+]. The catalyst is C1(C)C=CC=CC=1.O.C1C=CC(/C=C/C(/C=C/C2C=CC=CC=2)=O)=CC=1.C1C=CC(/C=C/C(/C=C/C2C=CC=CC=2)=O)=CC=1.C1C=CC(/C=C/C(/C=C/C2C=CC=CC=2)=O)=CC=1.[Pd].[Pd].CC(C1C=C(C(C)C)C(C2C=CC=CC=2P(C2CCCCC2)C2CCCCC2)=C(C(C)C)C=1)C. The product is [Si:20]([O:27][CH2:28][CH2:29][NH:30][C:2]1[CH:7]=[CH:6][C:5]([N:8]2[CH2:12][CH2:11][N:10]([CH2:13][C:14]([F:17])([F:16])[F:15])[C:9]2=[O:18])=[C:4]([Cl:19])[CH:3]=1)([C:23]([CH3:25])([CH3:26])[CH3:24])([CH3:22])[CH3:21]. The yield is 0.640.